This data is from Full USPTO retrosynthesis dataset with 1.9M reactions from patents (1976-2016). The task is: Predict the reactants needed to synthesize the given product. Given the product [S:9]1[CH:10]=[CH:11][CH:12]=[C:8]1[C:6]1[N:7]=[C:2]([NH:35][C:32]2[CH:33]=[CH:34][C:26]3[O:25][CH2:30][CH2:29][NH:28][C:27]=3[CH:31]=2)[C:3]2[NH:15][N:14]=[CH:13][C:4]=2[N:5]=1, predict the reactants needed to synthesize it. The reactants are: Cl[C:2]1[C:3]2[C:4](=[CH:13][N:14](CC3C=CC(OC)=CC=3)[N:15]=2)[N:5]=[C:6]([C:8]2[S:9][CH:10]=[CH:11][CH:12]=2)[N:7]=1.[O:25]1[CH2:30][CH2:29][NH:28][C:27]2[CH:31]=[C:32]([NH2:35])[CH:33]=[CH:34][C:26]1=2.Cl.